From a dataset of Forward reaction prediction with 1.9M reactions from USPTO patents (1976-2016). Predict the product of the given reaction. (1) Given the reactants Cl.[CH:2]1([CH2:5][O:6][C:7]2[CH:12]=[C:11]([O:13][CH3:14])[CH:10]=[CH:9][C:8]=2[C:15]2[C:16]3[NH:23][C:22]([CH3:24])=[C:21]([C:25]([NH:27][C@H:28]4[C@H:32]([OH:33])[CH2:31][NH:30][CH2:29]4)=[O:26])[C:17]=3[N:18]=[CH:19][N:20]=2)[CH2:4][CH2:3]1.C([O:37][CH2:38][C:39](Cl)=[O:40])(=O)C, predict the reaction product. The product is: [CH:2]1([CH2:5][O:6][C:7]2[CH:12]=[C:11]([O:13][CH3:14])[CH:10]=[CH:9][C:8]=2[C:15]2[C:16]3[NH:23][C:22]([CH3:24])=[C:21]([C:25]([NH:27][C@H:28]4[C@H:32]([OH:33])[CH2:31][N:30]([C:38](=[O:37])[CH2:39][OH:40])[CH2:29]4)=[O:26])[C:17]=3[N:18]=[CH:19][N:20]=2)[CH2:4][CH2:3]1. (2) Given the reactants [CH2:1]([N:8]1[C:12]([S:13]([NH2:16])(=[O:15])=[O:14])=[C:11]([N+:17]([O-])=O)[N:10]=[CH:9]1)[C:2]1[CH:7]=[CH:6][CH:5]=[CH:4][CH:3]=1, predict the reaction product. The product is: [NH2:17][C:11]1[N:10]=[CH:9][N:8]([CH2:1][C:2]2[CH:3]=[CH:4][CH:5]=[CH:6][CH:7]=2)[C:12]=1[S:13]([NH2:16])(=[O:15])=[O:14]. (3) The product is: [C:22]([C:2]1[CH:7]=[CH:6][C:5]([C:8]2([C:12]#[N:13])[CH2:11][CH2:10][CH2:9]2)=[CH:4][CH:3]=1)(=[O:24])[CH3:23]. Given the reactants Br[C:2]1[CH:7]=[CH:6][C:5]([C:8]2([C:12]#[N:13])[CH2:11][CH2:10][CH2:9]2)=[CH:4][CH:3]=1.C([Li])CCC.CON(C)[C:22](=[O:24])[CH3:23].Cl, predict the reaction product. (4) Given the reactants [I:1][C:2]1[C:3]([C:8]([OH:10])=O)=[N:4][CH:5]=[CH:6][CH:7]=1.[F:11][C:12]1[CH:17]=[CH:16][C:15]([CH2:18][CH:19]2[CH2:24][CH2:23][NH:22][CH2:21][CH2:20]2)=[CH:14][CH:13]=1, predict the reaction product. The product is: [F:11][C:12]1[CH:13]=[CH:14][C:15]([CH2:18][CH:19]2[CH2:20][CH2:21][N:22]([C:8]([C:3]3[C:2]([I:1])=[CH:7][CH:6]=[CH:5][N:4]=3)=[O:10])[CH2:23][CH2:24]2)=[CH:16][CH:17]=1. (5) Given the reactants C([O:3][C:4]([C@@:6]1([NH:11][C:12]([C@@H:14]2[CH2:18][C@@H:17]([O:19][C:20]3[C:29]4[C:24](=[CH:25][C:26]([O:30][CH3:31])=[CH:27][CH:28]=4)[N:23]=[C:22]([C:32]4[CH:37]=[CH:36][CH:35]=[CH:34][CH:33]=4)[CH:21]=3)[CH2:16][N:15]2[C:38](=[O:47])[NH:39][C@H:40]([CH:45]=O)[C:41]([CH3:44])([CH3:43])[CH3:42])=[O:13])[CH2:8][C@H:7]1[CH:9]=[CH2:10])=[O:5])C.C(OC(C1(N)CC1(C([C@@H]1C[C@@H](OC2C3C(=CC(OC)=CC=3)N=C(C3C=CC=CC=3)C=2)CN1C(=O)NC(CN[C@H]1C2C(=CC=CC=2)C[C@H]1O)C(C)(C)C)=O)C=C)=O)C.[NH2:105][CH:106]([CH:111]1[CH2:116][CH2:115][CH2:114][CH2:113][CH2:112]1)[C:107]([NH:109][CH3:110])=[O:108], predict the reaction product. The product is: [CH:111]1([C@H:106]([NH:105][CH2:45][CH:40]([NH:39][C:38]([N:15]2[CH2:16][C@H:17]([O:19][C:20]3[C:29]4[C:24](=[CH:25][C:26]([O:30][CH3:31])=[CH:27][CH:28]=4)[N:23]=[C:22]([C:32]4[CH:37]=[CH:36][CH:35]=[CH:34][CH:33]=4)[CH:21]=3)[CH2:18][C@H:14]2[C:12]([NH:11][C@:6]2([C:4]([OH:3])=[O:5])[CH2:8][C@H:7]2[CH:9]=[CH2:10])=[O:13])=[O:47])[C:41]([CH3:44])([CH3:42])[CH3:43])[C:107](=[O:108])[NH:109][CH3:110])[CH2:116][CH2:115][CH2:114][CH2:113][CH2:112]1. (6) Given the reactants [C:1]([O:5][C:6]([N:8]1[CH2:12][CH2:11][CH:10]([CH2:13][OH:14])[CH2:9]1)=[O:7])([CH3:4])([CH3:3])[CH3:2].[H-].[Na+].Cl[C:18]1[N:23]=[CH:22][N:21]=[C:20]([NH:24][C:25]2[CH:30]=[CH:29][C:28]([S:31]([CH3:34])(=[O:33])=[O:32])=[CH:27][CH:26]=2)[C:19]=1[N+:35]([O-:37])=[O:36], predict the reaction product. The product is: [C:1]([O:5][C:6]([N:8]1[CH2:12][CH2:11][CH:10]([CH2:13][O:14][C:18]2[C:19]([N+:35]([O-:37])=[O:36])=[C:20]([NH:24][C:25]3[CH:26]=[CH:27][C:28]([S:31]([CH3:34])(=[O:32])=[O:33])=[CH:29][CH:30]=3)[N:21]=[CH:22][N:23]=2)[CH2:9]1)=[O:7])([CH3:4])([CH3:3])[CH3:2]. (7) Given the reactants O1[C:5]2([CH2:15][CH2:14][C:8]3([CH2:12][C:11](=[O:13])[NH:10][CH2:9]3)[CH2:7][CH2:6]2)[O:4]CC1, predict the reaction product. The product is: [CH2:9]1[C:8]2([CH2:7][CH2:6][C:5](=[O:4])[CH2:15][CH2:14]2)[CH2:12][C:11](=[O:13])[NH:10]1. (8) Given the reactants [CH3:1][CH:2]1[CH2:20][C:5]2[C:6]3[C:13]([C:14]4[CH:19]=[CH:18][CH:17]=[CH:16][CH:15]=4)=[CH:12][CH:11]=[CH:10][C:7]=3[S:8](=O)[C:4]=2[CH2:3]1.[H-].[Al+3].[Li+].[H-].[H-].[H-].O.C1(C)C=CC(S(O)(=O)=O)=CC=1, predict the reaction product. The product is: [CH3:1][C:2]1[CH2:20][C:5]2[C:6]3[C:13]([C:14]4[CH:19]=[CH:18][CH:17]=[CH:16][CH:15]=4)=[CH:12][CH:11]=[CH:10][C:7]=3[S:8][C:4]=2[CH:3]=1.